From a dataset of Full USPTO retrosynthesis dataset with 1.9M reactions from patents (1976-2016). Predict the reactants needed to synthesize the given product. Given the product [CH3:11][C:10]1[O:9][N:8]=[C:7]([C:12]2[CH:13]=[CH:14][CH:15]=[CH:16][CH:17]=2)[C:6]=1[C:4]1[N:3]=[CH:2][N:1]([C:19]2[CH:24]=[CH:23][C:22]([C:25]([F:28])([F:27])[F:26])=[CH:21][CH:20]=2)[CH:5]=1, predict the reactants needed to synthesize it. The reactants are: [NH:1]1[CH:5]=[C:4]([C:6]2[C:7]([C:12]3[CH:17]=[CH:16][CH:15]=[CH:14][CH:13]=3)=[N:8][O:9][C:10]=2[CH3:11])[N:3]=[CH:2]1.F[C:19]1[CH:24]=[CH:23][C:22]([C:25]([F:28])([F:27])[F:26])=[CH:21][CH:20]=1.